Dataset: Full USPTO retrosynthesis dataset with 1.9M reactions from patents (1976-2016). Task: Predict the reactants needed to synthesize the given product. (1) Given the product [Cl:18][C:11]1[CH:12]=[C:13]([NH2:15])[CH:14]=[C:2]([Cl:1])[C:3]=1[O:4][C:5]1[CH:10]=[CH:9][CH:8]=[CH:7][N:6]=1, predict the reactants needed to synthesize it. The reactants are: [Cl:1][C:2]1[CH:14]=[C:13]([N+:15]([O-])=O)[CH:12]=[C:11]([Cl:18])[C:3]=1[O:4][C:5]1[CH:10]=[CH:9][CH:8]=[CH:7][N:6]=1.[NH4+].[Cl-]. (2) Given the product [CH2:1]([O:8][C:9]1[CH:10]=[C:11]([CH:28]=[CH:29][CH:30]=1)[CH2:12][N:13]1[CH2:14][CH2:15][N:16]([C@H:17]([CH:25]([CH3:26])[CH3:27])[C:18]([O:20][C:21]([CH3:24])([CH3:22])[CH3:23])=[O:19])[C:33]1=[O:34])[C:2]1[CH:3]=[CH:4][CH:5]=[CH:6][CH:7]=1, predict the reactants needed to synthesize it. The reactants are: [CH2:1]([O:8][C:9]1[CH:10]=[C:11]([CH:28]=[CH:29][CH:30]=1)[CH2:12][NH:13][CH2:14][CH2:15][NH:16][C@H:17]([CH:25]([CH3:27])[CH3:26])[C:18]([O:20][C:21]([CH3:24])([CH3:23])[CH3:22])=[O:19])[C:2]1[CH:7]=[CH:6][CH:5]=[CH:4][CH:3]=1.[OH-].[Na+].[C:33](Cl)(Cl)=[O:34]. (3) Given the product [O:27]=[C:17]1[C:25]2[C:20](=[CH:21][CH:22]=[CH:23][CH:24]=2)[C:19](=[O:26])[N:18]1[CH:2]([CH3:16])[C@@H:3]([NH:5][C:6](=[O:15])[O:7][CH2:8][C:9]1[CH:14]=[CH:13][CH:12]=[CH:11][CH:10]=1)[CH3:4], predict the reactants needed to synthesize it. The reactants are: O[CH:2]([CH3:16])[C@@H:3]([NH:5][C:6](=[O:15])[O:7][CH2:8][C:9]1[CH:14]=[CH:13][CH:12]=[CH:11][CH:10]=1)[CH3:4].[C:17]1(=[O:27])[C:25]2[C:20](=[CH:21][CH:22]=[CH:23][CH:24]=2)[C:19](=[O:26])[NH:18]1.C1(P(C2C=CC=CC=2)C2C=CC=CC=2)C=CC=CC=1.N(/C(OC(C)(C)C)=O)=N\C(OC(C)(C)C)=O.